This data is from Reaction yield outcomes from USPTO patents with 853,638 reactions. The task is: Predict the reaction yield, written as a fraction of the theoretical maximum amount of product (1.0 means a 100% yield; for example, 0.34 means a 34% yield). (1) The reactants are [Cl:1][C:2]1[C:7]([C:8](Cl)=[O:9])=[C:6]([Cl:11])[N:5]=[CH:4][N:3]=1.[Si:12]([O:19][C@H:20]([CH3:40])[CH2:21][NH:22][C:23]1[CH:28]=[CH:27][C:26]([C@H:29]2[CH2:34][CH2:33][C@H:32]([CH2:35][C:36]([O:38][CH3:39])=[O:37])[CH2:31][CH2:30]2)=[CH:25][CH:24]=1)([C:15]([CH3:18])([CH3:17])[CH3:16])([CH3:14])[CH3:13].C(N(CC)CC)C. The catalyst is C1COCC1. The product is [Si:12]([O:19][C@H:20]([CH3:40])[CH2:21][N:22]([C:8]([C:7]1[C:6]([Cl:11])=[N:5][CH:4]=[N:3][C:2]=1[Cl:1])=[O:9])[C:23]1[CH:24]=[CH:25][C:26]([C@H:29]2[CH2:30][CH2:31][C@H:32]([CH2:35][C:36]([O:38][CH3:39])=[O:37])[CH2:33][CH2:34]2)=[CH:27][CH:28]=1)([C:15]([CH3:18])([CH3:17])[CH3:16])([CH3:13])[CH3:14]. The yield is 0.630. (2) The reactants are [H-].[Na+].[Cl:3][C:4]1[N:5]=[CH:6][C:7]2[CH:12]=[CH:11][NH:10][C:8]=2[N:9]=1.[CH3:13]I. The catalyst is C1COCC1.O. The product is [Cl:3][C:4]1[N:5]=[CH:6][C:7]2[CH:12]=[CH:11][N:10]([CH3:13])[C:8]=2[N:9]=1. The yield is 0.474.